This data is from Catalyst prediction with 721,799 reactions and 888 catalyst types from USPTO. The task is: Predict which catalyst facilitates the given reaction. (1) Reactant: [F:1][C:2]([F:37])([F:36])[C:3]1[CH:4]=[C:5]([N:13]2[CH2:17][CH2:16][N:15]([C:18]3[CH:22]=[C:21]([C:23]([O:25]CC)=[O:24])[N:20]([C:28]4[C:33]([Cl:34])=[CH:32][CH:31]=[CH:30][N:29]=4)[N:19]=3)[C:14]2=[O:35])[CH:6]=[C:7]([C:9]([F:12])([F:11])[F:10])[CH:8]=1.[OH-].[Na+]. Product: [F:12][C:9]([F:10])([F:11])[C:7]1[CH:6]=[C:5]([N:13]2[CH2:17][CH2:16][N:15]([C:18]3[CH:22]=[C:21]([C:23]([OH:25])=[O:24])[N:20]([C:28]4[C:33]([Cl:34])=[CH:32][CH:31]=[CH:30][N:29]=4)[N:19]=3)[C:14]2=[O:35])[CH:4]=[C:3]([C:2]([F:37])([F:36])[F:1])[CH:8]=1. The catalyst class is: 8. (2) Reactant: [H-].[Na+].[C:3]([O:7][C:8]([N:10]1[CH2:23][CH2:22][C:21]2[C:20]3[CH:19]=[CH:18][CH:17]=[CH:16][C:15]=3[NH:14][C:13]=2[CH2:12][CH2:11]1)=[O:9])([CH3:6])([CH3:5])[CH3:4].CN(C=O)C.Br[CH2:30][CH2:31][CH2:32][Cl:33]. Product: [C:3]([O:7][C:8]([N:10]1[CH2:23][CH2:22][C:21]2[C:20]3[CH:19]=[CH:18][CH:17]=[CH:16][C:15]=3[N:14]([CH2:30][CH2:31][CH2:32][Cl:33])[C:13]=2[CH2:12][CH2:11]1)=[O:9])([CH3:6])([CH3:4])[CH3:5]. The catalyst class is: 25. (3) The catalyst class is: 12. Product: [CH2:14]([NH:7][CH2:8][CH2:9][C:10]([CH3:12])([OH:13])[CH3:11])[CH3:15]. Reactant: C(OC(=O)[N:7]([CH2:14][CH3:15])[CH2:8][CH2:9][C:10]([OH:13])([CH3:12])[CH3:11])(C)(C)C.Cl. (4) Reactant: [C:1]([N:5]1[CH:9]=[C:8]([C:10]2[N:15]=[C:14]([O:16][C@@H:17]([C@H:19]3[CH2:23][N:22]([C@H](C4C=CC(OC)=CC=4)C)[C:21](=[O:34])[CH2:20]3)[CH3:18])[C:13]3=[CH:35][N:36]([CH3:38])[N:37]=[C:12]3[CH:11]=2)[CH:7]=[N:6]1)([CH3:4])([CH3:3])[CH3:2]. Product: [C:1]([N:5]1[CH:9]=[C:8]([C:10]2[N:15]=[C:14]([O:16][C@@H:17]([C@H:19]3[CH2:23][NH:22][C:21](=[O:34])[CH2:20]3)[CH3:18])[C:13]3=[CH:35][N:36]([CH3:38])[N:37]=[C:12]3[CH:11]=2)[CH:7]=[N:6]1)([CH3:4])([CH3:2])[CH3:3]. The catalyst class is: 67. (5) The catalyst class is: 9. Product: [Cl:1][C:2]1[CH:3]=[C:4]([CH:12]=[CH:13][C:14]=1[Cl:15])[O:5][CH:6]1[CH2:11][CH2:10][N:9]([CH2:24][CH2:25][CH2:26][NH:27][C:28](=[O:34])[O:29][C:30]([CH3:33])([CH3:32])[CH3:31])[CH2:8][CH2:7]1. Reactant: [Cl:1][C:2]1[CH:3]=[C:4]([CH:12]=[CH:13][C:14]=1[Cl:15])[O:5][CH:6]1[CH2:11][CH2:10][NH:9][CH2:8][CH2:7]1.C(N(CC)CC)C.Br[CH2:24][CH2:25][CH2:26][NH:27][C:28](=[O:34])[O:29][C:30]([CH3:33])([CH3:32])[CH3:31]. (6) Reactant: [CH3:1][O:2][C:3]1[C:8]([N+:9]([O-:11])=[O:10])=[CH:7][CH:6]=[CH:5][N:4]=1.Cl[CH2:13][P:14](=[O:21])([O:18][CH2:19][CH3:20])[O:15][CH2:16][CH3:17].CC(C)([O-])C.[K+]. Product: [CH3:1][O:2][C:3]1[N:4]=[C:5]([CH2:13][P:14](=[O:21])([O:18][CH2:19][CH3:20])[O:15][CH2:16][CH3:17])[CH:6]=[CH:7][C:8]=1[N+:9]([O-:11])=[O:10]. The catalyst class is: 16. (7) Reactant: [OH:1][C:2]1[C:7]([N+:8]([O-:10])=[O:9])=[CH:6][CH:5]=[CH:4][C:3]=1[C:11](=[O:25])[CH2:12][C:13]([C:15]1[C:16]([C:21]([F:24])([F:23])[F:22])=[N:17][CH:18]=[CH:19][CH:20]=1)=O.Cl. Product: [N+:8]([C:7]1[CH:6]=[CH:5][CH:4]=[C:3]2[C:2]=1[O:1][C:13]([C:15]1[C:16]([C:21]([F:22])([F:24])[F:23])=[N:17][CH:18]=[CH:19][CH:20]=1)=[CH:12][C:11]2=[O:25])([O-:10])=[O:9]. The catalyst class is: 52. (8) Product: [NH2:59][C:55]([CH3:58])([CH3:54])[CH2:56][NH:57][C:17]([C:13]1[N:8]2[CH:9]=[C:10]([CH3:12])[CH:11]=[C:6]([O:5][CH2:4][C:3]3[C:2]([F:1])=[CH:23][CH:22]=[CH:21][C:20]=3[F:24])[C:7]2=[N:15][C:14]=1[CH3:16])=[O:18]. The catalyst class is: 3. Reactant: [F:1][C:2]1[CH:23]=[CH:22][CH:21]=[C:20]([F:24])[C:3]=1[CH2:4][O:5][C:6]1[C:7]2[N:8]([C:13]([C:17](O)=[O:18])=[C:14]([CH3:16])[N:15]=2)[CH:9]=[C:10]([CH3:12])[CH:11]=1.F[B-](F)(F)F.N1(O[C+](N(C)C)N(C)C)C2C=CC=CC=2N=N1.CN1CCOCC1.[CH3:54][C:55]([NH2:59])([CH3:58])[CH2:56][NH2:57]. (9) Reactant: O.Cl.C[O:4][C:5]1[C:10]([CH3:11])=[C:9]([CH3:12])[CH:8]=[C:7]([CH3:13])[C:6]=1[C:14](=O)[CH3:15].C(SCCC1(O)C(C)=C(C)C=C(C)C1)C. Product: [CH3:11][C:10]1[C:9]([CH3:12])=[CH:8][C:7]([CH3:13])=[C:6]([CH:14]=[CH2:15])[C:5]=1[OH:4]. The catalyst class is: 9.